From a dataset of Reaction yield outcomes from USPTO patents with 853,638 reactions. Predict the reaction yield, written as a fraction of the theoretical maximum amount of product (1.0 means a 100% yield; for example, 0.34 means a 34% yield). (1) The reactants are [NH2:1][C@H:2]([C:13]1[N:18]([C:19]2[CH:24]=[C:23]([F:25])[CH:22]=[C:21]([F:26])[CH:20]=2)[C:17](=[O:27])[C:16]2=[C:28]([C:31]#[N:32])[CH:29]=[CH:30][N:15]2[N:14]=1)[CH2:3][CH2:4][O:5][CH2:6][C:7]1[CH:12]=[CH:11][CH:10]=[CH:9][CH:8]=1.Cl[C:34]1[N:39]=[CH:38][N:37]=[C:36]([NH2:40])[C:35]=1[I:41].[F-].[Cs+].C(N(CC)C(C)C)(C)C. No catalyst specified. The product is [NH2:40][C:36]1[N:37]=[CH:38][N:39]=[C:34]([NH:1][C@H:2]([C:13]2[N:18]([C:19]3[CH:20]=[C:21]([F:26])[CH:22]=[C:23]([F:25])[CH:24]=3)[C:17](=[O:27])[C:16]3=[C:28]([C:31]#[N:32])[CH:29]=[CH:30][N:15]3[N:14]=2)[CH2:3][CH2:4][O:5][CH2:6][C:7]2[CH:8]=[CH:9][CH:10]=[CH:11][CH:12]=2)[C:35]=1[I:41]. The yield is 0.160. (2) The reactants are CS(C)=O.C(Cl)(=O)C(Cl)=O.[C:11]([N:18]1[CH2:23][CH2:22][CH:21]([CH2:24][OH:25])[CH2:20][CH2:19]1)([O:13][C:14]([CH3:17])([CH3:16])[CH3:15])=[O:12].C(N(CC)CC)C. The catalyst is ClCCl.O. The product is [C:11]([N:18]1[CH2:23][CH2:22][CH:21]([CH:24]=[O:25])[CH2:20][CH2:19]1)([O:13][C:14]([CH3:17])([CH3:16])[CH3:15])=[O:12]. The yield is 0.910. (3) The reactants are [CH2:1](C([Sn])=C(CCCC)CCCC)[CH2:2]CC.Br[C:17]1[CH:22]=[C:21]([O:23][CH2:24][F:25])[CH:20]=[C:19]([Br:26])[CH:18]=1.C(C1C=C(C)C=C(C(C)(C)C)C=1O)(C)(C)C.[OH-].[Na+]. The catalyst is C1(C)C=CC=CC=1.C1C=CC([P]([Pd]([P](C2C=CC=CC=2)(C2C=CC=CC=2)C2C=CC=CC=2)([P](C2C=CC=CC=2)(C2C=CC=CC=2)C2C=CC=CC=2)[P](C2C=CC=CC=2)(C2C=CC=CC=2)C2C=CC=CC=2)(C2C=CC=CC=2)C2C=CC=CC=2)=CC=1. The product is [Br:26][C:19]1[CH:18]=[C:17]([CH:1]=[CH2:2])[CH:22]=[C:21]([O:23][CH2:24][F:25])[CH:20]=1. The yield is 0.570. (4) The reactants are [Cl:1][C:2]1[N:7]=[N:6][C:5]([NH2:8])=[C:4]([O:9][CH3:10])[CH:3]=1.[H-].[Na+].[Br:13][C:14]1[CH:15]=[C:16]([S:21](Cl)(=[O:23])=[O:22])[CH:17]=[N:18][C:19]=1[Cl:20]. The catalyst is C(COC)OC.CCOC(C)=O.O. The product is [Br:13][C:14]1[CH:15]=[C:16]([S:21]([NH:8][C:5]2[N:6]=[N:7][C:2]([Cl:1])=[CH:3][C:4]=2[O:9][CH3:10])(=[O:23])=[O:22])[CH:17]=[N:18][C:19]=1[Cl:20]. The yield is 0.130.